Dataset: Forward reaction prediction with 1.9M reactions from USPTO patents (1976-2016). Task: Predict the product of the given reaction. The product is: [CH3:52][O:51][C:50]1[C:45]([NH:44][C:42]([C:40]2[N:41]=[C:37]([O:35][C:25]3[CH:26]=[C:27]4[C:31](=[CH:32][C:24]=3[O:23][CH3:22])[CH2:30][CH2:29][C:28]4([CH3:33])[CH3:34])[S:38][CH:39]=2)=[O:43])=[C:46]([O:67][CH3:68])[N:47]=[C:48]([NH:53][CH2:54][CH2:55][N:56]([CH:64]([CH3:66])[CH3:65])[C:57](=[O:63])[O:58][C:59]([CH3:60])([CH3:61])[CH3:62])[N:49]=1. Given the reactants C(C1C=C(C=CC=1)OC1OC=C(C(OCC)=O)N=1)(C)(C)C.[CH3:22][O:23][C:24]1[CH:32]=[C:31]2[C:27]([C:28]([CH3:34])([CH3:33])[CH2:29][CH2:30]2)=[CH:26][C:25]=1[OH:35].Br[C:37]1[S:38][CH:39]=[C:40]([C:42]([NH:44][C:45]2[C:46]([O:67][CH3:68])=[N:47][C:48]([NH:53][CH2:54][CH2:55][N:56]([CH:64]([CH3:66])[CH3:65])[C:57](=[O:63])[O:58][C:59]([CH3:62])([CH3:61])[CH3:60])=[N:49][C:50]=2[O:51][CH3:52])=[O:43])[N:41]=1, predict the reaction product.